From a dataset of Full USPTO retrosynthesis dataset with 1.9M reactions from patents (1976-2016). Predict the reactants needed to synthesize the given product. (1) Given the product [Cl:18][C:19]1[CH:24]=[C:23]([Cl:25])[CH:22]=[CH:21][C:20]=1[S:26][C:3]1[S:7][C:6]([C:8](=[O:14])[CH2:9][CH2:10][N:11]([CH3:13])[CH3:12])=[CH:5][C:4]=1[N+:15]([O-:17])=[O:16], predict the reactants needed to synthesize it. The reactants are: Cl.Cl[C:3]1[S:7][C:6]([C:8](=[O:14])[CH2:9][CH2:10][N:11]([CH3:13])[CH3:12])=[CH:5][C:4]=1[N+:15]([O-:17])=[O:16].[Cl:18][C:19]1[CH:24]=[C:23]([Cl:25])[CH:22]=[CH:21][C:20]=1[SH:26].C(=O)([O-])[O-].[K+].[K+].Cl. (2) Given the product [NH2:21][C:5]1([CH2:18][CH2:19][OH:20])[C:6]2[CH:11]=[C:10]([Cl:12])[N:9]=[C:8]([F:13])[C:7]=2[O:14][C:15]2[C:4]1=[CH:3][C:2]([Br:1])=[CH:17][CH:16]=2, predict the reactants needed to synthesize it. The reactants are: [Br:1][C:2]1[CH:3]=[C:4]2[C:15](=[CH:16][CH:17]=1)[O:14][C:7]1[C:8]([F:13])=[N:9][C:10]([Cl:12])=[CH:11][C:6]=1[C:5]2([NH:21]S(C(C)(C)C)=O)[CH2:18][CH2:19][OH:20]. (3) Given the product [Br:3][C:4]1[CH:9]=[CH:8][C:7]([N:10]2[C:21]3[C:13](=[C:14]4[N:18]([C:19](=[O:22])[CH:20]=3)[CH2:17][CH2:16][CH2:15]4)[N:12]([S:26]([CH3:25])(=[O:28])=[O:27])[C:11]2=[O:23])=[C:6]([F:24])[CH:5]=1, predict the reactants needed to synthesize it. The reactants are: [H-].[Na+].[Br:3][C:4]1[CH:9]=[CH:8][C:7]([N:10]2[C:21]3[C:13](=[C:14]4[N:18]([C:19](=[O:22])[CH:20]=3)[CH2:17][CH2:16][CH2:15]4)[NH:12][C:11]2=[O:23])=[C:6]([F:24])[CH:5]=1.[CH3:25][S:26](Cl)(=[O:28])=[O:27].